From a dataset of Forward reaction prediction with 1.9M reactions from USPTO patents (1976-2016). Predict the product of the given reaction. Given the reactants [O:1]1CCO[CH:2]1[C:6]1[S:7][C:8]([CH:11]([OH:13])[CH3:12])=[CH:9][N:10]=1.Cl.C(=O)([O-])O.[Na+], predict the reaction product. The product is: [OH:13][CH:11]([C:8]1[S:7][C:6]([CH:2]=[O:1])=[N:10][CH:9]=1)[CH3:12].